Dataset: Full USPTO retrosynthesis dataset with 1.9M reactions from patents (1976-2016). Task: Predict the reactants needed to synthesize the given product. (1) Given the product [CH3:14][C:5]1[CH:6]=[CH:7][CH:8]=[C:9]2[C:4]=1[N:3]=[C:2]([C:16]1[S:15][CH:19]=[CH:18][CH:17]=1)[C:11]([CH:12]=[O:13])=[CH:10]2, predict the reactants needed to synthesize it. The reactants are: Cl[C:2]1[C:11]([CH:12]=[O:13])=[CH:10][C:9]2[C:4](=[C:5]([CH3:14])[CH:6]=[CH:7][CH:8]=2)[N:3]=1.[S:15]1[CH:19]=[CH:18][CH:17]=[C:16]1B(O)O.C([O-])([O-])=O.[K+].[K+].C1(P(C2C=CC=CC=2)C2C=CC=CC=2)C=CC=CC=1. (2) Given the product [CH2:33]([O:32][C:30](=[O:31])[N:14]([N:8]1[C:7](=[O:19])[C:6]2[C:11](=[CH:12][C:3]([CH:2]([F:1])[F:28])=[C:4]([C:20]3[N:21]([CH:25]([CH3:26])[CH3:27])[N:22]=[CH:23][CH:24]=3)[CH:5]=2)[NH:10][C:9]1=[O:13])[S:15]([CH3:18])(=[O:16])=[O:17])[CH3:34], predict the reactants needed to synthesize it. The reactants are: [F:1][CH:2]([F:28])[C:3]1[CH:12]=[C:11]2[C:6]([C:7](=[O:19])[N:8]([NH:14][S:15]([CH3:18])(=[O:17])=[O:16])[C:9](=[O:13])[NH:10]2)=[CH:5][C:4]=1[C:20]1[N:21]([CH:25]([CH3:27])[CH3:26])[N:22]=[CH:23][CH:24]=1.Cl[C:30]([O:32][CH2:33][CH3:34])=[O:31]. (3) Given the product [C:25]([C:22]1[CH:23]=[CH:24][C:19]([NH:18][C:14]2[C:15]3[CH2:16][CH2:17][NH:8][CH2:9][C:10]=3[N:11]=[CH:12][N:13]=2)=[CH:20][CH:21]=1)([CH3:28])([CH3:26])[CH3:27], predict the reactants needed to synthesize it. The reactants are: C([N:8]1[CH2:17][CH2:16][C:15]2[C:14]([NH:18][C:19]3[CH:24]=[CH:23][C:22]([C:25]([CH3:28])([CH3:27])[CH3:26])=[CH:21][CH:20]=3)=[N:13][CH:12]=[N:11][C:10]=2[CH2:9]1)C1C=CC=CC=1. (4) The reactants are: [C:1]([O:5][C:6]([N:8]1[CH2:17][CH2:16][C:15]2[C:10](=[CH:11][C:12]([CH2:18][C:19]#[N:20])=[CH:13][CH:14]=2)[CH2:9]1)=[O:7])([CH3:4])([CH3:3])[CH3:2].CC[O-].[Na+].[CH:25](=O)[C:26]1[CH:31]=[CH:30][CH:29]=[CH:28][CH:27]=1. Given the product [C:1]([O:5][C:6]([N:8]1[CH2:17][CH2:16][C:15]2[C:10](=[CH:11][C:12](/[C:18](/[C:19]#[N:20])=[CH:25]/[C:26]3[CH:31]=[CH:30][CH:29]=[CH:28][CH:27]=3)=[CH:13][CH:14]=2)[CH2:9]1)=[O:7])([CH3:4])([CH3:3])[CH3:2], predict the reactants needed to synthesize it.